From a dataset of Full USPTO retrosynthesis dataset with 1.9M reactions from patents (1976-2016). Predict the reactants needed to synthesize the given product. Given the product [Cl:33][C:27]1[CH:28]=[CH:29][CH:30]=[C:31]([Cl:32])[C:26]=1[O:25][CH2:24][CH2:23][NH:22][C:19]1[CH:20]=[CH:21][C:16]([O:15][C:6]2[C:5]3[C:10](=[CH:11][C:12]([O:13][CH3:14])=[C:3]([O:2][CH3:1])[CH:4]=3)[N:9]=[CH:8][CH:7]=2)=[CH:17][CH:18]=1, predict the reactants needed to synthesize it. The reactants are: [CH3:1][O:2][C:3]1[CH:4]=[C:5]2[C:10](=[CH:11][C:12]=1[O:13][CH3:14])[N:9]=[CH:8][CH:7]=[C:6]2[O:15][C:16]1[CH:21]=[CH:20][C:19]([NH:22][C:23](=O)[CH2:24][O:25][C:26]2[C:31]([Cl:32])=[CH:30][CH:29]=[CH:28][C:27]=2[Cl:33])=[CH:18][CH:17]=1.Cl.[OH-].[Na+].